From a dataset of Peptide-MHC class II binding affinity with 134,281 pairs from IEDB. Regression. Given a peptide amino acid sequence and an MHC pseudo amino acid sequence, predict their binding affinity value. This is MHC class II binding data. The peptide sequence is GFIGLCKTLGSRCVR. The MHC is DRB1_0405 with pseudo-sequence DRB1_0405. The binding affinity (normalized) is 0.590.